Dataset: Experimental lipophilicity measurements (octanol/water distribution) for 4,200 compounds from AstraZeneca. Task: Regression/Classification. Given a drug SMILES string, predict its absorption, distribution, metabolism, or excretion properties. Task type varies by dataset: regression for continuous measurements (e.g., permeability, clearance, half-life) or binary classification for categorical outcomes (e.g., BBB penetration, CYP inhibition). For this dataset (lipophilicity_astrazeneca), we predict Y. (1) The molecule is C[C@@H](NC(=O)C1CCNCC1)c1ccc(Nc2ncc3cc(-c4ccncc4)ccc3n2)cc1. The Y is 0.400 logD. (2) The drug is O=C(CC1CCN(Cc2ccn(-c3ccc(C(F)(F)F)cc3)c2)CC1)N(CCCO)Cc1ccc(F)cc1. The Y is 3.04 logD. (3) The molecule is C[C@H]1O[C@@H](n2cnc3c(N)nc(OC(C4CC4)C(F)(F)F)nc32)[C@H](O)[C@@H]1O. The Y is 1.83 logD.